Dataset: Forward reaction prediction with 1.9M reactions from USPTO patents (1976-2016). Task: Predict the product of the given reaction. (1) Given the reactants [F:1][C:2]1[CH:11]=[C:10]2[C:5]([C:6](=[O:21])[CH:7]=[C:8]([C:12]([NH:14][CH:15]3[CH2:20][CH2:19][NH:18][CH2:17][CH2:16]3)=[O:13])[O:9]2)=[CH:4][CH:3]=1.Br[CH2:23][C:24]1[CH:33]=[C:32]2[C:27]([CH:28]=[CH:29][C:30](=[O:34])[O:31]2)=[CH:26][CH:25]=1, predict the reaction product. The product is: [F:1][C:2]1[CH:11]=[C:10]2[C:5]([C:6](=[O:21])[CH:7]=[C:8]([C:12]([NH:14][CH:15]3[CH2:20][CH2:19][N:18]([CH2:23][C:24]4[CH:33]=[C:32]5[C:27]([CH:28]=[CH:29][C:30](=[O:34])[O:31]5)=[CH:26][CH:25]=4)[CH2:17][CH2:16]3)=[O:13])[O:9]2)=[CH:4][CH:3]=1. (2) Given the reactants [Cl:1][C:2]1[CH:7]=[CH:6][C:5]([CH2:8][CH2:9][C:10]([O:12][CH3:13])=[O:11])=[C:4](I)[CH:3]=1.[C:15]([C:17]1[CH:18]=[C:19](B(O)O)[CH:20]=[CH:21][CH:22]=1)#[N:16], predict the reaction product. The product is: [Cl:1][C:2]1[CH:7]=[CH:6][C:5]([CH2:8][CH2:9][C:10]([O:12][CH3:13])=[O:11])=[C:4]([C:21]2[CH:20]=[CH:19][CH:18]=[C:17]([C:15]#[N:16])[CH:22]=2)[CH:3]=1.